This data is from Full USPTO retrosynthesis dataset with 1.9M reactions from patents (1976-2016). The task is: Predict the reactants needed to synthesize the given product. (1) Given the product [NH2:8][C:6]1[CH:7]=[C:2]([Br:1])[C:3]([C@@H:19]([NH:29][C:30](=[O:36])[O:31][C:32]([CH3:33])([CH3:35])[CH3:34])[CH2:20][C:21]2[CH:26]=[C:25]([F:27])[CH:24]=[C:23]([F:28])[CH:22]=2)=[N:4][CH:5]=1, predict the reactants needed to synthesize it. The reactants are: [Br:1][C:2]1[C:3]([C@@H:19]([NH:29][C:30](=[O:36])[O:31][C:32]([CH3:35])([CH3:34])[CH3:33])[CH2:20][C:21]2[CH:26]=[C:25]([F:27])[CH:24]=[C:23]([F:28])[CH:22]=2)=[N:4][CH:5]=[C:6]([N:8]2C(=O)C3C(=CC=CC=3)C2=O)[CH:7]=1. (2) Given the product [C:1]([O:19][CH2:18][C:17]([CH3:20])([CH3:21])[CH2:16][N:15]1[C:9]2[CH:8]=[CH:7][C:6]([Cl:5])=[CH:50][C:10]=2[C@@H:11]([C:40]2[CH:45]=[CH:44][CH:43]=[C:42]([O:46][CH3:47])[C:41]=2[O:48][CH3:49])[O:12][C@H:13]([CH2:23][C:24]([NH:26][C:27]2[CH:32]=[CH:31][C:30]([CH2:33][CH2:34][C:35]([OH:37])=[O:36])=[CH:29][C:28]=2[O:38][CH3:39])=[O:25])[C:14]1=[O:22])(=[O:3])[CH3:2], predict the reactants needed to synthesize it. The reactants are: [C:1](Cl)(=[O:3])[CH3:2].[Cl:5][C:6]1[CH:7]=[CH:8][C:9]2[N:15]([CH2:16][C:17]([CH3:21])([CH3:20])[CH2:18][OH:19])[C:14](=[O:22])[C@@H:13]([CH2:23][C:24]([NH:26][C:27]3[CH:32]=[CH:31][C:30]([CH2:33][CH2:34][C:35]([OH:37])=[O:36])=[CH:29][C:28]=3[O:38][CH3:39])=[O:25])[O:12][C@H:11]([C:40]3[CH:45]=[CH:44][CH:43]=[C:42]([O:46][CH3:47])[C:41]=3[O:48][CH3:49])[C:10]=2[CH:50]=1.N1C=CC=CC=1.C(OCC)(=O)C. (3) The reactants are: Cl.Cl.[F:3][C:4]1[CH:5]=[CH:6][C:7]2[N:11]=[C:10]([C@@H:12]([NH2:14])[CH3:13])[N:9]([C:15]3[CH:20]=[CH:19][CH:18]=[CH:17][CH:16]=3)[C:8]=2[CH:21]=1.Cl[C:23]1[N:31]=[CH:30][N:29]=[C:28]2[C:24]=1[N:25]=[CH:26][N:27]2[CH:32]1[CH2:37][CH2:36][CH2:35][CH2:34][O:33]1.CCN(C(C)C)C(C)C. Given the product [F:3][C:4]1[CH:5]=[CH:6][C:7]2[N:11]=[C:10]([C@@H:12]([NH:14][C:23]3[N:31]=[CH:30][N:29]=[C:28]4[C:24]=3[N:25]=[CH:26][N:27]4[CH:32]3[CH2:37][CH2:36][CH2:35][CH2:34][O:33]3)[CH3:13])[N:9]([C:15]3[CH:16]=[CH:17][CH:18]=[CH:19][CH:20]=3)[C:8]=2[CH:21]=1, predict the reactants needed to synthesize it. (4) Given the product [CH:24]([N:20]([CH:21]([CH3:23])[CH3:22])[CH2:19][CH2:18][C@@H:17]([C:10]1[CH:11]=[C:12]([CH2:15][OH:16])[CH:13]=[CH:14][C:9]=1[OH:8])[C:27]1[CH:32]=[CH:31][CH:30]=[CH:29][CH:28]=1)([CH3:26])[CH3:25], predict the reactants needed to synthesize it. The reactants are: C([O:8][C:9]1[CH:14]=[CH:13][C:12]([CH2:15][OH:16])=[CH:11][C:10]=1[C@@H:17]([C:27]1[CH:32]=[CH:31][CH:30]=[CH:29][CH:28]=1)[CH2:18][CH2:19][N:20]([CH:24]([CH3:26])[CH3:25])[CH:21]([CH3:23])[CH3:22])C1C=CC=CC=1.CO.C1(C)C=CC=CC=1.